Dataset: Forward reaction prediction with 1.9M reactions from USPTO patents (1976-2016). Task: Predict the product of the given reaction. (1) The product is: [F:36][C:26]1[CH:27]=[C:28]([CH:34]=[CH:35][C:25]=1[NH:24][C:2]1[C:3]([F:23])=[C:4]([N:8]2[CH2:13][CH2:12][CH:11]([C:14]3[O:18][N:17]=[C:16]([C:19]([F:22])([CH3:21])[CH3:20])[N:15]=3)[CH2:10][CH2:9]2)[N:5]=[CH:6][N:7]=1)[C:29]([N:31]([CH3:33])[CH3:32])=[O:30]. Given the reactants Cl[C:2]1[N:7]=[CH:6][N:5]=[C:4]([N:8]2[CH2:13][CH2:12][CH:11]([C:14]3[O:18][N:17]=[C:16]([C:19]([F:22])([CH3:21])[CH3:20])[N:15]=3)[CH2:10][CH2:9]2)[C:3]=1[F:23].[NH2:24][C:25]1[CH:35]=[CH:34][C:28]([C:29]([N:31]([CH3:33])[CH3:32])=[O:30])=[CH:27][C:26]=1[F:36].C(=O)([O-])[O-], predict the reaction product. (2) Given the reactants [C:1]([O:5][C:6](=[O:34])[CH2:7][C@H:8]([O:10][C:11]1[CH:16]=[CH:15][CH:14]=[CH:13][C:12]=1[C:17]1[CH:22]=[CH:21][C:20]([C:23]([O:25]CC2C=CC=CC=2)=[O:24])=[C:19]([F:33])[CH:18]=1)[CH3:9])([CH3:4])([CH3:3])[CH3:2], predict the reaction product. The product is: [C:1]([O:5][C:6](=[O:34])[CH2:7][C@H:8]([O:10][C:11]1[CH:16]=[CH:15][CH:14]=[CH:13][C:12]=1[C:17]1[CH:22]=[CH:21][C:20]([C:23]([OH:25])=[O:24])=[C:19]([F:33])[CH:18]=1)[CH3:9])([CH3:2])([CH3:3])[CH3:4]. (3) Given the reactants C(Cl)(Cl)Cl.[CH3:5][OH:6].[NH4+:7].[OH-:8].C[OH:10].[CH2:11]([N+]([O-])=O)[CH2:12][CH2:13][CH2:14][CH2:15][CH2:16][CH2:17][CH2:18][CH2:19][CH2:20][CH2:21][CH2:22][CH2:23][CH2:24][CH2:25][CH2:26][CH2:27][CH2:28]C, predict the reaction product. The product is: [CH:5]([O:8][C@H:13](/[CH:14]=[CH:15]/[CH2:16][CH2:17][CH2:18][CH2:19][CH2:20][CH2:21][CH2:22][CH2:23][CH2:24][CH2:25][CH2:26][CH2:27][CH3:28])[C@@H:12]([NH2:7])[CH2:11][OH:10])=[O:6]. (4) The product is: [F:73][C:72]([F:75])([F:74])[C:70]([OH:76])=[O:71].[F:1][C:2]1[CH:23]=[CH:22][CH:21]=[C:20]([F:24])[C:3]=1[CH2:4][O:5][C:6]1[C:7]2[N:8]([C:13]([C:17]([NH:54][CH:55]3[CH2:61][CH2:60][CH2:59][CH2:58][N:57]([C:62]([O:64][C:65]([CH3:68])([CH3:67])[CH3:66])=[O:63])[CH2:56]3)=[O:18])=[C:14]([CH3:16])[N:15]=2)[CH:9]=[C:10]([CH3:12])[CH:11]=1. Given the reactants [F:1][C:2]1[CH:23]=[CH:22][CH:21]=[C:20]([F:24])[C:3]=1[CH2:4][O:5][C:6]1[C:7]2[N:8]([C:13]([C:17](O)=[O:18])=[C:14]([CH3:16])[N:15]=2)[CH:9]=[C:10]([CH3:12])[CH:11]=1.F[B-](F)(F)F.N1(O[C+](N(C)C)N(C)C)C2C=CC=CC=2N=N1.CN1CCOCC1.[NH2:54][CH:55]1[CH2:61][CH2:60][CH2:59][CH2:58][N:57]([C:62]([O:64][C:65]([CH3:68])([CH3:67])[CH3:66])=[O:63])[CH2:56]1.O.[C:70]([OH:76])([C:72]([F:75])([F:74])[F:73])=[O:71], predict the reaction product. (5) Given the reactants [CH3:1][S:2](Cl)(=[O:4])=[O:3].[OH:6][CH2:7][CH2:8][O:9][CH2:10][CH2:11][O:12][CH2:13][CH2:14][O:15][CH2:16][CH2:17][NH:18][C:19](=[O:42])[CH2:20][CH2:21][S:22][C:23]([C:36]1[CH:41]=[CH:40][CH:39]=[CH:38][CH:37]=1)([C:30]1[CH:35]=[CH:34][CH:33]=[CH:32][CH:31]=1)[C:24]1[CH:29]=[CH:28][CH:27]=[CH:26][CH:25]=1.C(N(CC)CC)C, predict the reaction product. The product is: [CH3:1][S:2]([O:6][CH2:7][CH2:8][O:9][CH2:10][CH2:11][O:12][CH2:13][CH2:14][O:15][CH2:16][CH2:17][NH:18][C:19](=[O:42])[CH2:20][CH2:21][S:22][C:23]([C:36]1[CH:41]=[CH:40][CH:39]=[CH:38][CH:37]=1)([C:24]1[CH:25]=[CH:26][CH:27]=[CH:28][CH:29]=1)[C:30]1[CH:35]=[CH:34][CH:33]=[CH:32][CH:31]=1)(=[O:4])=[O:3]. (6) Given the reactants [F:1][C:2]1([C:15](OCC)=[O:16])[CH2:7][CH2:6][N:5]([C:8]([O:10][C:11]([CH3:14])([CH3:13])[CH3:12])=[O:9])[CH2:4][CH2:3]1.[H-].[Al+3].[Li+].[H-].[H-].[H-], predict the reaction product. The product is: [F:1][C:2]1([CH2:15][OH:16])[CH2:3][CH2:4][N:5]([C:8]([O:10][C:11]([CH3:12])([CH3:13])[CH3:14])=[O:9])[CH2:6][CH2:7]1. (7) Given the reactants Cl[C:2]1[N:7]=[CH:6][N:5]=[C:4]([C:8]([NH:10][C:11]2[CH:16]=[CH:15][C:14]([S:17]([NH:20][CH2:21][CH2:22][C:23]([O:25][C:26]([CH3:29])([CH3:28])[CH3:27])=[O:24])(=[O:19])=[O:18])=[CH:13][C:12]=2[CH3:30])=[O:9])[CH:3]=1.C(NC(C)C)(C)C.[CH:38]1([CH2:41][NH:42][CH:43]2[CH2:48][CH2:47][CH2:46][CH2:45][CH2:44]2)[CH2:40][CH2:39]1, predict the reaction product. The product is: [CH:43]1([N:42]([CH2:41][CH:38]2[CH2:39][CH2:40]2)[C:2]2[N:7]=[CH:6][N:5]=[C:4]([C:8]([NH:10][C:11]3[CH:16]=[CH:15][C:14]([S:17]([NH:20][CH2:21][CH2:22][C:23]([O:25][C:26]([CH3:29])([CH3:28])[CH3:27])=[O:24])(=[O:19])=[O:18])=[CH:13][C:12]=3[CH3:30])=[O:9])[CH:3]=2)[CH2:44][CH2:45][CH2:46][CH2:47][CH2:48]1. (8) The product is: [Br:11][C:12]1[CH:13]=[CH:14][C:15]([CH:18]([F:33])[S:19]([CH3:22])(=[O:21])=[O:20])=[N:16][CH:17]=1. Given the reactants C[Si]([N-][Si](C)(C)C)(C)C.[Li+].[Br:11][C:12]1[CH:13]=[CH:14][C:15]([CH2:18][S:19]([CH3:22])(=[O:21])=[O:20])=[N:16][CH:17]=1.C1C=CC(S(N(S(C2C=CC=CC=2)(=O)=O)[F:33])(=O)=O)=CC=1, predict the reaction product. (9) Given the reactants [N:1]1([C:6]([C@H:8]2[CH2:12][CH2:11][CH2:10][NH:9]2)=O)[CH2:5][CH2:4][CH2:3][CH2:2]1.[H]1[BH2][H][BH2]1.Cl, predict the reaction product. The product is: [N:1]1([CH2:6][C@H:8]2[CH2:12][CH2:11][CH2:10][NH:9]2)[CH2:5][CH2:4][CH2:3][CH2:2]1. (10) Given the reactants CCCCCC.[F:7][C:8]1[CH:9]=[C:10]([C:14]2[CH:15]=[C:16]3[CH:22]=[CH:21][NH:20][C:17]3=[N:18][CH:19]=2)[CH:11]=[CH:12][CH:13]=1.[C:23]1([S:29](Cl)(=[O:31])=[O:30])[CH:28]=[CH:27][CH:26]=[CH:25][CH:24]=1, predict the reaction product. The product is: [C:23]1([S:29]([N:20]2[C:17]3=[N:18][CH:19]=[C:14]([C:10]4[CH:11]=[CH:12][CH:13]=[C:8]([F:7])[CH:9]=4)[CH:15]=[C:16]3[CH:22]=[CH:21]2)(=[O:31])=[O:30])[CH:28]=[CH:27][CH:26]=[CH:25][CH:24]=1.